The task is: Regression. Given a peptide amino acid sequence and an MHC pseudo amino acid sequence, predict their binding affinity value. This is MHC class I binding data.. This data is from Peptide-MHC class I binding affinity with 185,985 pairs from IEDB/IMGT. (1) The peptide sequence is VLLYTATQI. The MHC is HLA-A02:01 with pseudo-sequence HLA-A02:01. The binding affinity (normalized) is 0.363. (2) The peptide sequence is RMGVKSQLL. The MHC is HLA-A31:01 with pseudo-sequence HLA-A31:01. The binding affinity (normalized) is 0.294. (3) The peptide sequence is TAKLRWFVER. The MHC is HLA-A31:01 with pseudo-sequence HLA-A31:01. The binding affinity (normalized) is 0.0522.